Dataset: Reaction yield outcomes from USPTO patents with 853,638 reactions. Task: Predict the reaction yield, written as a fraction of the theoretical maximum amount of product (1.0 means a 100% yield; for example, 0.34 means a 34% yield). The product is [CH3:13][O:14][C:15]([C@@H:17]1[CH2:21][C@H:20]([O:12][C:8]2[CH:7]=[C:6]3[C:11]([C:2]([Cl:1])=[N:3][CH:4]=[N:5]3)=[CH:10][CH:9]=2)[CH2:19][N:18]1[C:23]([O:25][C:26]([CH3:29])([CH3:28])[CH3:27])=[O:24])=[O:16]. The reactants are [Cl:1][C:2]1[C:11]2[C:6](=[CH:7][C:8]([OH:12])=[CH:9][CH:10]=2)[N:5]=[CH:4][N:3]=1.[CH3:13][O:14][C:15]([C@@H:17]1[CH2:21][C@@H:20](O)[CH2:19][N:18]1[C:23]([O:25][C:26]([CH3:29])([CH3:28])[CH3:27])=[O:24])=[O:16].C1(P(C2C=CC=CC=2)C2C=CC=CC=2)C=CC=CC=1.N(C(OC(C)C)=O)=NC(OC(C)C)=O. The yield is 0.750. The catalyst is ClCCl.